From a dataset of Forward reaction prediction with 1.9M reactions from USPTO patents (1976-2016). Predict the product of the given reaction. (1) Given the reactants [CH3:1][C:2]([O:5][C:6](=[O:27])[C@H:7]([CH2:17][C:18]1[C:26]2[C:21](=[CH:22][CH:23]=[CH:24][CH:25]=2)[NH:20][CH:19]=1)[NH:8][CH2:9][C:10]([O:12][C:13]([CH3:16])([CH3:15])[CH3:14])=[O:11])([CH3:4])[CH3:3].[O-]S(C(F)(F)F)(=O)=O.[Yb+3].[O-]S(C(F)(F)F)(=O)=O.[O-:45]S(C(F)(F)F)(=O)=O.[CH3:53][C:54]#N, predict the reaction product. The product is: [CH3:4][C:2]([O:5][C:6](=[O:27])[C@H:7]([CH2:17][C:18]1[C:26]2[C:21](=[CH:22][CH:23]=[CH:24][CH:25]=2)[NH:20][CH:19]=1)[N:8]([CH2:9][C:10]([O:12][C:13]([CH3:14])([CH3:15])[CH3:16])=[O:11])[CH2:53][CH2:54][OH:45])([CH3:1])[CH3:3]. (2) The product is: [F:1][C:2]1[CH:7]=[CH:6][C:5]([NH:8][C:9]2[O:13][C:12]([C:14]([NH:16][C:17]3[CH:18]=[CH:19][C:20]([S:23]([CH:26]4[CH2:27][CH2:28][CH:29]([C:32]([OH:34])=[O:33])[CH2:30][CH2:31]4)(=[O:25])=[O:24])=[CH:21][CH:22]=3)=[O:15])=[N:11][N:10]=2)=[CH:4][CH:3]=1. Given the reactants [F:1][C:2]1[CH:7]=[CH:6][C:5]([NH:8][C:9]2[O:13][C:12]([C:14]([NH:16][C:17]3[CH:22]=[CH:21][C:20]([S:23]([CH:26]4[CH2:31][CH2:30][CH:29]([C:32]([O:34]C)=[O:33])[CH2:28][CH2:27]4)(=[O:25])=[O:24])=[CH:19][CH:18]=3)=[O:15])=[N:11][N:10]=2)=[CH:4][CH:3]=1.C1COCC1.[OH-].[Li+].C(O)(=O)CC(CC(O)=O)(C(O)=O)O, predict the reaction product. (3) Given the reactants [Cl:1][C:2]1[CH:3]=[C:4]2[C:9](=[C:10]([Cl:12])[CH:11]=1)[CH2:8][N:7]([CH3:13])[CH2:6][C@H:5]2[C:14]1[CH:19]=[CH:18][CH:17]=[CH:16][C:15]=1[NH2:20].C[Si](C)(C)[N-][Si](C)(C)C.[Na+].[C:31]([O:34][CH2:35][C:36](Cl)=[O:37])(=[O:33])[CH3:32], predict the reaction product. The product is: [C:31]([O:34][CH2:35][C:36](=[O:37])[NH:20][C:15]1[CH:16]=[CH:17][CH:18]=[CH:19][C:14]=1[C@H:5]1[C:4]2[C:9](=[C:10]([Cl:12])[CH:11]=[C:2]([Cl:1])[CH:3]=2)[CH2:8][N:7]([CH3:13])[CH2:6]1)(=[O:33])[CH3:32]. (4) Given the reactants [F:1][C:2]1[CH:27]=[CH:26][C:25]([C:28]([NH:30][C:31]2[CH:36]=[CH:35][CH:34]=[C:33]([CH3:37])[CH:32]=2)=[O:29])=[CH:24][C:3]=1[O:4][C:5]1[CH:10]=[CH:9][N:8]=[C:7]([C:11]2[NH:15][CH:14]=[C:13]([C:16]([NH:18][CH2:19][CH2:20][C:21]([OH:23])=[O:22])=[O:17])[CH:12]=2)[CH:6]=1.[CH3:38]N(C(ON1N=NC2C=CC=NC1=2)=[N+](C)C)C.F[P-](F)(F)(F)(F)F.C(N(CC)C(C)C)(C)C.Cl.COC(=O)CCN.Cl, predict the reaction product. The product is: [F:1][C:2]1[CH:27]=[CH:26][C:25]([C:28]([NH:30][C:31]2[CH:36]=[CH:35][CH:34]=[C:33]([CH3:37])[CH:32]=2)=[O:29])=[CH:24][C:3]=1[O:4][C:5]1[CH:10]=[CH:9][N:8]=[C:7]([C:11]2[NH:15][CH:14]=[C:13]([C:16]([NH:18][CH2:19][CH2:20][C:21]([O:23][CH3:38])=[O:22])=[O:17])[CH:12]=2)[CH:6]=1.